Dataset: Retrosynthesis with 50K atom-mapped reactions and 10 reaction types from USPTO. Task: Predict the reactants needed to synthesize the given product. Given the product C#Cc1cnc(NC(=O)OC(C)(C)C)s1, predict the reactants needed to synthesize it. The reactants are: CC(C)(C)OC(=O)Nc1ncc(C#C[Si](C)(C)C)s1.